From a dataset of Forward reaction prediction with 1.9M reactions from USPTO patents (1976-2016). Predict the product of the given reaction. (1) Given the reactants [Cl:1][C:2]1[CH:7]=[CH:6][C:5]([CH2:8][C:9]([OH:11])=O)=[CH:4][C:3]=1[C:12]([F:15])([F:14])[F:13].F[P-](F)(F)(F)(F)F.C[N+](C)=C(N(C)C)ON1C2N=CC=CC=2N=N1.C(N(CC)C(C)C)(C)C.CN(C)C=O.[NH2:54][C:55]1[CH:64]=[CH:63][CH:62]=[C:61]2[C:56]=1[CH:57]=[CH:58][N:59]([CH2:66][C:67]([NH2:69])=[O:68])[C:60]2=[O:65], predict the reaction product. The product is: [NH2:69][C:67](=[O:68])[CH2:66][N:59]1[CH:58]=[CH:57][C:56]2[C:61](=[CH:62][CH:63]=[CH:64][C:55]=2[NH:54][C:9](=[O:11])[CH2:8][C:5]2[CH:6]=[CH:7][C:2]([Cl:1])=[C:3]([C:12]([F:15])([F:14])[F:13])[CH:4]=2)[C:60]1=[O:65]. (2) Given the reactants [NH2:1][C:2]1[C:15]([Br:16])=[CH:14][CH:13]=[CH:12][C:3]=1[C:4]([NH:6][CH2:7][C:8]([F:11])([F:10])[F:9])=[O:5].[C:17](OC(Cl)(Cl)Cl)(OC(Cl)(Cl)Cl)=[O:18], predict the reaction product. The product is: [Br:16][C:15]1[CH:14]=[CH:13][CH:12]=[C:3]2[C:2]=1[NH:1][C:17](=[O:18])[N:6]([CH2:7][C:8]([F:9])([F:10])[F:11])[C:4]2=[O:5]. (3) Given the reactants Cl[C:2]1[N:11]=[C:10]([NH:12][CH2:13][CH2:14][C:15]2[CH:20]=[CH:19][CH:18]=[CH:17][CH:16]=2)[C:9]2[C:4](=[CH:5][CH:6]=[CH:7][CH:8]=2)[N:3]=1.[NH:21]1[C:29]2[CH2:28][CH2:27][NH:26][CH2:25][C:24]=2[CH:23]=[CH:22]1, predict the reaction product. The product is: [NH:21]1[C:29]2[CH2:28][CH2:27][N:26]([C:2]3[N:11]=[C:10]([NH:12][CH2:13][CH2:14][C:15]4[CH:20]=[CH:19][CH:18]=[CH:17][CH:16]=4)[C:9]4[C:4](=[CH:5][CH:6]=[CH:7][CH:8]=4)[N:3]=3)[CH2:25][C:24]=2[CH:23]=[CH:22]1. (4) Given the reactants C1C=CC(P(C2C=CC=CC=2)CCCCP(C2C=CC=CC=2)C2C=CC=CC=2)=CC=1.C(=O)([O-])[O-].[K+].[K+].C(OCC(C)(C)C#C)C1C=CC=CC=1.NC1C(F)=CC(N[CH2:60][C@@H:61]([OH:71])[CH2:62][O:63][CH2:64][C:65]2[CH:70]=[CH:69][CH:68]=[CH:67][CH:66]=2)=C(Br)C=1, predict the reaction product. The product is: [CH2:64]([O:63][CH2:62][CH:61]([OH:71])[CH3:60])[C:65]1[CH:70]=[CH:69][CH:68]=[CH:67][CH:66]=1. (5) Given the reactants [N:1]1([C:7]2[CH:12]=[CH:11][C:10]([NH:13][C:14]3[N:19]=[CH:18][C:17]4=[CH:20][CH:21]=[C:22]([C:23]5[CH2:24][CH2:25][NH:26][CH2:27][CH:28]=5)[N:16]4[N:15]=3)=[CH:9][CH:8]=2)[CH2:6][CH2:5][O:4][CH2:3][CH2:2]1.C(#N)C.C(=O)([O-])[O-].[K+].[K+].[CH3:38][S:39](Cl)(=[O:41])=[O:40], predict the reaction product. The product is: [CH3:38][S:39]([N:26]1[CH2:25][CH:24]=[C:23]([C:22]2[N:16]3[C:17]([CH:18]=[N:19][C:14]([NH:13][C:10]4[CH:11]=[CH:12][C:7]([N:1]5[CH2:2][CH2:3][O:4][CH2:5][CH2:6]5)=[CH:8][CH:9]=4)=[N:15]3)=[CH:20][CH:21]=2)[CH2:28][CH2:27]1)(=[O:41])=[O:40]. (6) Given the reactants [OH:1][C:2]12[CH2:11][CH:6]3[CH2:7][CH:8]([CH2:10][C:4]([CH2:12][OH:13])([CH2:5]3)[CH2:3]1)[CH2:9]2.[C:14](Cl)(=[O:17])[CH:15]=[CH2:16].C(N(CC)CC)C, predict the reaction product. The product is: [OH:1][C:2]12[CH2:11][CH:6]3[CH2:7][CH:8]([CH2:10][C:4]([CH2:12][O:13][C:14](=[O:17])[CH:15]=[CH2:16])([CH2:5]3)[CH2:3]1)[CH2:9]2. (7) Given the reactants Cl[CH:2]([C:14]1[CH:19]=[CH:18][CH:17]=[CH:16][CH:15]=1)[C:3]([C:5]1[C:13]2[C:8](=[CH:9][CH:10]=[CH:11][CH:12]=2)[NH:7][CH:6]=1)=[O:4].[NH2:20][C:21]1[CH:30]=[CH:29][C:24]2[NH:25][C:26](=[O:28])[O:27][C:23]=2[CH:22]=1.CCN(C(C)C)C(C)C, predict the reaction product. The product is: [NH:7]1[C:8]2[C:13](=[CH:12][CH:11]=[CH:10][CH:9]=2)[C:5]([C:3](=[O:4])[CH:2]([NH:20][C:21]2[CH:30]=[CH:29][C:24]3[NH:25][C:26](=[O:28])[O:27][C:23]=3[CH:22]=2)[C:14]2[CH:19]=[CH:18][CH:17]=[CH:16][CH:15]=2)=[CH:6]1. (8) Given the reactants [F:1][C:2]1[CH:7]=[CH:6][CH:5]=[C:4]([F:8])[C:3]=1[CH:9]1[NH:14][C:13]2[CH:15]=[CH:16][C:17](B3OC(C)(C)C(C)(C)O3)=[CH:18][C:12]=2[O:11][CH2:10]1.[CH2:28]([N:30]1[C:34](OS(C(F)(F)F)(=O)=O)=[CH:33][C:32]([C:43]2[CH:48]=[N:47][CH:46]=[CH:45][N:44]=2)=[N:31]1)[CH3:29], predict the reaction product. The product is: [F:8][C:4]1[CH:5]=[CH:6][CH:7]=[C:2]([F:1])[C:3]=1[CH:9]1[NH:14][C:13]2[CH:15]=[CH:16][C:17]([C:34]3[N:30]([CH2:28][CH3:29])[N:31]=[C:32]([C:43]4[CH:48]=[N:47][CH:46]=[CH:45][N:44]=4)[CH:33]=3)=[CH:18][C:12]=2[O:11][CH2:10]1. (9) Given the reactants [CH2:1]([O:8][C:9]([NH:11][C:12]1[C:13](=[O:27])[N:14]([CH2:19][C:20]([O:22]C(C)(C)C)=[O:21])[C:15]([CH3:18])=[CH:16][CH:17]=1)=[O:10])[C:2]1[CH:7]=[CH:6][CH:5]=[CH:4][CH:3]=1.FC(F)(F)C(O)=O, predict the reaction product. The product is: [CH2:1]([O:8][C:9]([NH:11][C:12]1[C:13](=[O:27])[N:14]([CH2:19][C:20]([OH:22])=[O:21])[C:15]([CH3:18])=[CH:16][CH:17]=1)=[O:10])[C:2]1[CH:7]=[CH:6][CH:5]=[CH:4][CH:3]=1.